From a dataset of Full USPTO retrosynthesis dataset with 1.9M reactions from patents (1976-2016). Predict the reactants needed to synthesize the given product. (1) Given the product [CH3:11][N:10]([CH3:12])[C:5]1[N:4]=[C:3]([CH2:13][CH2:14][CH2:15][CH2:16][CH2:17][CH2:18][CH2:19][CH2:20][CH2:21][CH2:22][CH2:23][CH2:24][CH2:25][CH2:26][CH2:27][CH3:28])[C:2]([OH:39])=[C:7]([O:8][CH3:9])[N:6]=1, predict the reactants needed to synthesize it. The reactants are: Br[C:2]1[C:3]([CH2:13][CH2:14][CH2:15][CH2:16][CH2:17][CH2:18][CH2:19][CH2:20][CH2:21][CH2:22][CH2:23][CH2:24][CH2:25][CH2:26][CH2:27][CH3:28])=[N:4][C:5]([N:10]([CH3:12])[CH3:11])=[N:6][C:7]=1[O:8][CH3:9].C(N)CN.[Li]CCCC.C[O:39]B(OC)OC.OO.Cl. (2) Given the product [C:22]1([S:19]([N:15]2[C:16]3[C:12](=[CH:11][C:10]([C:8]4[N:7]([CH3:36])[N:6]=[C:5]([C:3]([OH:4])=[O:2])[CH:9]=4)=[CH:18][CH:17]=3)[CH:13]=[C:14]2[C:28]2[C:33]([F:34])=[CH:32][CH:31]=[CH:30][C:29]=2[F:35])(=[O:20])=[O:21])[CH:27]=[CH:26][CH:25]=[CH:24][CH:23]=1, predict the reactants needed to synthesize it. The reactants are: C[O:2][C:3]([C:5]1[CH:9]=[C:8]([C:10]2[CH:11]=[C:12]3[C:16](=[CH:17][CH:18]=2)[N:15]([S:19]([C:22]2[CH:27]=[CH:26][CH:25]=[CH:24][CH:23]=2)(=[O:21])=[O:20])[C:14]([C:28]2[C:33]([F:34])=[CH:32][CH:31]=[CH:30][C:29]=2[F:35])=[CH:13]3)[N:7]([CH3:36])[N:6]=1)=[O:4].[OH-].[Li+]. (3) Given the product [CH2:36]([N:35]([CH2:2][C@H:3]1[O:7][C:6](=[O:8])[N:5]([C:9]2[CH:14]=[CH:13][C:12]([N:15]3[CH2:20][CH2:19][O:18][CH2:17][C:16]3=[O:21])=[CH:11][CH:10]=2)[CH2:4]1)[CH2:28][C:29]1[CH:34]=[CH:33][CH:32]=[CH:31][CH:30]=1)[C:37]1[CH:42]=[CH:41][CH:40]=[CH:39][CH:38]=1, predict the reactants needed to synthesize it. The reactants are: I[CH2:2][C@H:3]1[O:7][C:6](=[O:8])[N:5]([C:9]2[CH:14]=[CH:13][C:12]([N:15]3[CH2:20][CH2:19][O:18][CH2:17][C:16]3=[O:21])=[CH:11][CH:10]=2)[CH2:4]1.C(=O)([O-])[O-].[Cs+].[Cs+].[CH2:28]([NH:35][CH2:36][C:37]1[CH:42]=[CH:41][CH:40]=[CH:39][CH:38]=1)[C:29]1[CH:34]=[CH:33][CH:32]=[CH:31][CH:30]=1. (4) Given the product [ClH:15].[ClH:16].[CH2:1]([C:8]1[CH:13]=[C:12]([CH3:14])[N:11]=[C:10]([NH:18][CH:19]2[CH2:20][CH2:21][N:22]([C:25]3[CH:26]=[CH:27][N:28]=[CH:29][CH:30]=3)[CH2:23][CH2:24]2)[N:9]=1)[C:2]1[CH:7]=[CH:6][CH:5]=[CH:4][CH:3]=1, predict the reactants needed to synthesize it. The reactants are: [CH2:1]([C:8]1[CH:13]=[C:12]([CH3:14])[N:11]=[C:10]([Cl:15])[N:9]=1)[C:2]1[CH:7]=[CH:6][CH:5]=[CH:4][CH:3]=1.[ClH:16].Cl.[NH2:18][CH:19]1[CH2:24][CH2:23][N:22]([C:25]2[CH:30]=[CH:29][N:28]=[CH:27][CH:26]=2)[CH2:21][CH2:20]1.C(=O)([O-])[O-].[K+].[K+].C1(P(C2CCCCC2)C2C=CC=CC=2C2C=CC=CC=2)CCCCC1.Cl. (5) The reactants are: Br[CH:2]1[C:6](=O)[CH2:5][CH2:4][CH:3]1[C:8]#[N:9].[NH2:10][C:11]([NH2:13])=[S:12]. Given the product [NH2:13][C:11]1[S:12][C:2]2[CH:3]([C:8]#[N:9])[CH2:4][CH2:5][C:6]=2[N:10]=1, predict the reactants needed to synthesize it. (6) Given the product [C:5]([O:9][C:10](=[O:11])[NH:12][CH:13]([C:14]([N:41]1[CH2:40][C:39]([O:38][CH2:34][CH2:35][CH2:36][CH3:37])([C:43]2[CH:48]=[CH:47][CH:46]=[CH:45][C:44]=2[CH3:49])[CH2:42]1)=[O:16])[CH:17]([OH:26])[C:18]1[CH:23]=[CH:22][C:21]([O:24][CH3:25])=[CH:20][CH:19]=1)([CH3:6])([CH3:7])[CH3:8], predict the reactants needed to synthesize it. The reactants are: C(Cl)CCl.[C:5]([O:9][C:10]([NH:12][CH:13]([CH:17]([OH:26])[C:18]1[CH:23]=[CH:22][C:21]([O:24][CH3:25])=[CH:20][CH:19]=1)[C:14]([OH:16])=O)=[O:11])([CH3:8])([CH3:7])[CH3:6].FC(F)(F)C(O)=O.[CH2:34]([O:38][C:39]1([C:43]2[CH:48]=[CH:47][CH:46]=[CH:45][C:44]=2[CH3:49])[CH2:42][NH:41][CH2:40]1)[CH2:35][CH2:36][CH3:37].C1C=NC2N(O)N=NC=2C=1.[OH-].[Na+]. (7) Given the product [CH3:14][C@H:12]1[CH2:13][N:8]([C:7]2[CH:6]=[CH:5][N:4]=[CH:3][C:2]=2[NH:1][C:35]([C:30]2[N:29]=[C:28]3[CH:27]=[C:26]([CH2:23][CH2:24][CH3:25])[O:34][C:33]3=[CH:32][CH:31]=2)=[O:36])[CH2:9][C@@H:10]([NH:15][C:16](=[O:22])[O:17][C:18]([CH3:21])([CH3:20])[CH3:19])[CH2:11]1, predict the reactants needed to synthesize it. The reactants are: [NH2:1][C:2]1[CH:3]=[N:4][CH:5]=[CH:6][C:7]=1[N:8]1[CH2:13][C@H:12]([CH3:14])[CH2:11][C@H:10]([NH:15][C:16](=[O:22])[O:17][C:18]([CH3:21])([CH3:20])[CH3:19])[CH2:9]1.[CH2:23]([C:26]1[O:34][C:33]2[C:28](=[N:29][C:30]([C:35](O)=[O:36])=[CH:31][CH:32]=2)[CH:27]=1)[CH2:24][CH3:25].CCN(C(C)C)C(C)C.CN(C(ON1N=NC2C=CC=NC1=2)=[N+](C)C)C.F[P-](F)(F)(F)(F)F.